From a dataset of Forward reaction prediction with 1.9M reactions from USPTO patents (1976-2016). Predict the product of the given reaction. (1) The product is: [CH3:13][CH:11]([CH2:10][CH2:9][CH2:8][C@H:7]([C@@H:6]1[C@:15]2([CH3:29])[C@H:3]([C@H:2]3[C@:18]([OH:1])([CH2:17][CH2:16]2)[C@:19]2([CH3:28])[C:24]([CH2:23][C@@H:22]([OH:27])[CH2:21][CH2:20]2)=[CH:25][CH2:26]3)[CH2:4][CH2:5]1)[CH3:14])[CH3:12]. Given the reactants [O:1]1[C@@:18]23[C@:19]4([CH3:28])[C:24](=[CH:25][CH2:26][C@@:2]12[C@H:3]1[C@:15]([CH3:29])([CH2:16][CH2:17]3)[C@@H:6]([C@H:7]([CH3:14])[CH2:8][CH2:9][CH2:10][CH:11]([CH3:13])[CH3:12])[CH2:5][CH2:4]1)[CH2:23][C@H:22]([OH:27])[CH2:21][CH2:20]4.[Li], predict the reaction product. (2) Given the reactants [Si:1]([O:8][C@@H:9]([CH2:13][Cl:14])[CH2:10][CH:11]=[O:12])([C:4]([CH3:7])([CH3:6])[CH3:5])([CH3:3])[CH3:2].O[C@@H](CC(O)=O)C(O)=O, predict the reaction product. The product is: [Si:1]([O:8][C@H:9]([CH2:13][Cl:14])[CH2:10][CH:11]=[O:12])([C:4]([CH3:7])([CH3:6])[CH3:5])([CH3:3])[CH3:2]. (3) Given the reactants [CH3:1][O:2][C:3]1[CH:4]=[C:5]([C:15]2[C:19]3[CH2:20][CH2:21][CH2:22][C:23](=[O:24])[C:18]=3[O:17][N:16]=2)[CH:6]=[CH:7][C:8]=1[N:9]1[CH:13]=[C:12]([CH3:14])[N:11]=[CH:10]1.[F:25][C:26]1[CH:27]=[C:28]([Mg]Br)[CH:29]=[C:30]([F:32])[CH:31]=1, predict the reaction product. The product is: [F:25][C:26]1[CH:27]=[C:28]([C:23]2([OH:24])[C:18]3[O:17][N:16]=[C:15]([C:5]4[CH:6]=[CH:7][C:8]([N:9]5[CH:13]=[C:12]([CH3:14])[N:11]=[CH:10]5)=[C:3]([O:2][CH3:1])[CH:4]=4)[C:19]=3[CH2:20][CH2:21][CH2:22]2)[CH:29]=[C:30]([F:32])[CH:31]=1.